Dataset: Peptide-MHC class II binding affinity with 134,281 pairs from IEDB. Task: Regression. Given a peptide amino acid sequence and an MHC pseudo amino acid sequence, predict their binding affinity value. This is MHC class II binding data. (1) The binding affinity (normalized) is 0.658. The peptide sequence is DEELLKAVRIIKILYQSNP. The MHC is DRB1_0701 with pseudo-sequence DRB1_0701. (2) The peptide sequence is GKTKEGVLYVGSKTK. The MHC is HLA-DQA10501-DQB10201 with pseudo-sequence HLA-DQA10501-DQB10201. The binding affinity (normalized) is 0. (3) The peptide sequence is ASYASPSLQTLIAVS. The MHC is DRB1_0401 with pseudo-sequence DRB1_0401. The binding affinity (normalized) is 0.719. (4) The peptide sequence is ATQARAAAAAFEQAH. The MHC is DRB3_0101 with pseudo-sequence DRB3_0101. The binding affinity (normalized) is 0.250. (5) The peptide sequence is CPDVMSAGESKHGLTNTA. The MHC is DRB1_0401 with pseudo-sequence DRB1_0401. The binding affinity (normalized) is 0. (6) The peptide sequence is VPLYNRFSYIPNGAL. The MHC is DRB1_1101 with pseudo-sequence DRB1_1101. The binding affinity (normalized) is 0.608. (7) The MHC is HLA-DQA10201-DQB10303 with pseudo-sequence HLA-DQA10201-DQB10303. The peptide sequence is AASLRKAGKSVVVLNK. The binding affinity (normalized) is 0.484. (8) The peptide sequence is KLKIQNVIIDECYGA. The MHC is HLA-DPA10201-DPB10101 with pseudo-sequence HLA-DPA10201-DPB10101. The binding affinity (normalized) is 0.401. (9) The peptide sequence is GELQLVDKIDAAFKI. The MHC is DRB1_1501 with pseudo-sequence DRB1_1501. The binding affinity (normalized) is 0.479. (10) The peptide sequence is LVGPTPANIIGRNLLTQIGC. The MHC is DRB1_1302 with pseudo-sequence DRB1_1302. The binding affinity (normalized) is 0.779.